Dataset: Full USPTO retrosynthesis dataset with 1.9M reactions from patents (1976-2016). Task: Predict the reactants needed to synthesize the given product. (1) Given the product [C:11]([C:8]1[S:7][C:6]2[CH:5]=[CH:4][CH:3]=[C:2]([Cl:1])[C:10]=2[CH:9]=1)([OH:13])=[O:12], predict the reactants needed to synthesize it. The reactants are: [Cl:1][C:2]1[C:10]2[CH:9]=[C:8]([C:11]([O-:13])=[O:12])[S:7][C:6]=2[CH:5]=[CH:4][CH:3]=1.[Na+].Cl. (2) Given the product [CH3:1][CH:2]([CH3:13])[CH2:3][CH2:4][C:5]1[C:10](=[O:11])[CH2:9][CH2:8][CH2:7][C:6]=1[O:12][CH2:14][CH:15]([CH3:17])[CH3:16], predict the reactants needed to synthesize it. The reactants are: [CH3:1][CH:2]([CH3:13])[CH2:3][CH2:4][CH:5]1[C:10](=[O:11])[CH2:9][CH2:8][CH2:7][C:6]1=[O:12].[CH2:14](O)[CH:15]([CH3:17])[CH3:16].O. (3) Given the product [CH3:1][O:2][C:3]1[CH:4]=[C:5]2[C:14](=[CH:15][CH:16]=1)[CH:13]([CH2:17][N:37]1[CH2:41][CH2:40][CH2:39][CH2:38]1)[CH:12]([C:29]1[CH:34]=[CH:33][C:32]([O:35][CH3:36])=[CH:31][CH:30]=1)[CH:11]1[CH:6]2[CH2:7][CH2:8][CH2:9][CH2:10]1, predict the reactants needed to synthesize it. The reactants are: [CH3:1][O:2][C:3]1[CH:4]=[C:5]2[C:14](=[CH:15][CH:16]=1)[CH:13]([CH2:17]OS(C1C=CC(C)=CC=1)(=O)=O)[CH:12]([C:29]1[CH:34]=[CH:33][C:32]([O:35][CH3:36])=[CH:31][CH:30]=1)[CH:11]1[CH:6]2[CH2:7][CH2:8][CH2:9][CH2:10]1.[NH:37]1[CH2:41][CH2:40][CH2:39][CH2:38]1. (4) Given the product [CH3:32][O:31][C:28]1[CH:27]=[CH:26][C:25]([CH2:24][N:8]([CH2:7][C:6]2[CH:5]=[CH:4][C:3]([O:2][CH3:1])=[CH:34][CH:33]=2)[C:9]2[CH:10]=[C:11]([F:23])[C:12]([C:16]([CH3:22])([CH3:21])[CH2:17][OH:18])=[C:13]([F:15])[CH:14]=2)=[CH:30][CH:29]=1, predict the reactants needed to synthesize it. The reactants are: [CH3:1][O:2][C:3]1[CH:34]=[CH:33][C:6]([CH2:7][N:8]([CH2:24][C:25]2[CH:30]=[CH:29][C:28]([O:31][CH3:32])=[CH:27][CH:26]=2)[C:9]2[CH:14]=[C:13]([F:15])[C:12]([C:16]([CH3:22])([CH3:21])[C:17](OC)=[O:18])=[C:11]([F:23])[CH:10]=2)=[CH:5][CH:4]=1.CC(C[AlH]CC(C)C)C.C1COCC1.Cl.O.